From a dataset of Catalyst prediction with 721,799 reactions and 888 catalyst types from USPTO. Predict which catalyst facilitates the given reaction. Reactant: [CH3:1][O:2][C:3]1[CH:8]=[CH:7][C:6]([NH:9][CH2:10][CH2:11][CH2:12][O:13][C:14]2[CH:23]=[CH:22][C:21]3[C:16](=[CH:17][CH:18]=[CH:19][CH:20]=3)[CH:15]=2)=[CH:5][CH:4]=1.[CH3:24]I. Product: [CH3:1][O:2][C:3]1[CH:4]=[CH:5][C:6]([N:9]([CH2:10][CH2:11][CH2:12][O:13][C:14]2[CH:23]=[CH:22][C:21]3[C:16](=[CH:17][CH:18]=[CH:19][CH:20]=3)[CH:15]=2)[CH3:24])=[CH:7][CH:8]=1. The catalyst class is: 21.